Dataset: Forward reaction prediction with 1.9M reactions from USPTO patents (1976-2016). Task: Predict the product of the given reaction. (1) Given the reactants [NH2:1][C:2]1[CH:7]=[CH:6][C:5]([CH:8]([CH2:11][NH2:12])[CH2:9][NH2:10])=[CH:4][CH:3]=1.C([O-])([O-])=O.[K+].[K+].[CH:19]([C:21]1[CH:26]=[CH:25][CH:24]=[CH:23][C:22]=1[NH:27][C:28](=O)[O:29]C(C)(C)C)=O.II, predict the reaction product. The product is: [NH2:1][C:2]1[CH:3]=[CH:4][C:5]([CH:8]2[CH2:11][N:12]3[C:28](=[O:29])[NH:27][C:22]4[CH:23]=[CH:24][CH:25]=[CH:26][C:21]=4[C:19]3=[N:10][CH2:9]2)=[CH:6][CH:7]=1. (2) Given the reactants [NH:1]1[CH2:6][CH2:5][CH:4]([NH:7][C:8]([NH:10][C:11]2[CH:16]=[CH:15][C:14]([C:17]([F:20])([F:19])[F:18])=[CH:13][CH:12]=2)=[O:9])[CH2:3][CH2:2]1.CCN(CC)CC.[C:28](Cl)(=[O:33])[CH2:29][CH:30]([CH3:32])[CH3:31].O, predict the reaction product. The product is: [CH3:31][CH:30]([CH3:32])[CH2:29][C:28]([N:1]1[CH2:6][CH2:5][CH:4]([NH:7][C:8]([NH:10][C:11]2[CH:16]=[CH:15][C:14]([C:17]([F:18])([F:19])[F:20])=[CH:13][CH:12]=2)=[O:9])[CH2:3][CH2:2]1)=[O:33]. (3) Given the reactants Br[C:2]1[CH:3]=[C:4]2[C:9](=[CH:10][CH:11]=1)[S:8][CH2:7][CH2:6][C@@:5]12[C:16]([F:18])([F:17])[CH2:15][O:14][C:13]([NH2:19])=[N:12]1.[Cl:20][C:21]1[CH:22]=[C:23](B(O)O)[CH:24]=[N:25][CH:26]=1, predict the reaction product. The product is: [Cl:20][C:21]1[CH:22]=[C:23]([C:2]2[CH:3]=[C:4]3[C:9](=[CH:10][CH:11]=2)[S:8][CH2:7][CH2:6][C@@:5]23[C:16]([F:18])([F:17])[CH2:15][O:14][C:13]([NH2:19])=[N:12]2)[CH:24]=[N:25][CH:26]=1. (4) The product is: [C:24]([O:28][C:29]([N:31]1[CH2:36][CH2:35][N:34]([S:20]([C:6]2[N:7]([S:11]([C:14]3[CH:19]=[CH:18][CH:17]=[CH:16][CH:15]=3)(=[O:13])=[O:12])[C:8]3[C:4]([CH:5]=2)=[CH:3][C:2]([Cl:1])=[CH:10][CH:9]=3)(=[O:22])=[O:21])[CH2:33][CH2:32]1)=[O:30])([CH3:27])([CH3:25])[CH3:26]. Given the reactants [Cl:1][C:2]1[CH:3]=[C:4]2[C:8](=[CH:9][CH:10]=1)[N:7]([S:11]([C:14]1[CH:19]=[CH:18][CH:17]=[CH:16][CH:15]=1)(=[O:13])=[O:12])[C:6]([S:20](Cl)(=[O:22])=[O:21])=[CH:5]2.[C:24]([O:28][C:29]([N:31]1[CH2:36][CH2:35][NH:34][CH2:33][CH2:32]1)=[O:30])([CH3:27])([CH3:26])[CH3:25].C(N(CC)CC)C.O, predict the reaction product. (5) Given the reactants [CH:1]1([C:6]([N:8]2[CH2:13][CH:12]([C:14]3[CH:19]=[CH:18][C:17]([CH2:20][CH3:21])=[CH:16][CH:15]=3)[CH2:11][CH:10]([C:22](O)=[O:23])[CH2:9]2)=[O:7])[CH2:5][CH2:4][CH2:3][CH2:2]1.O[NH:26][C:27]([C:29]1[N:30]=[C:31]([CH3:34])[S:32][CH:33]=1)=[NH:28], predict the reaction product. The product is: [CH:1]1([C:6]([N:8]2[CH2:9][CH:10]([C:22]3[O:23][N:28]=[C:27]([C:29]4[N:30]=[C:31]([CH3:34])[S:32][CH:33]=4)[N:26]=3)[CH2:11][CH:12]([C:14]3[CH:15]=[CH:16][C:17]([CH2:20][CH3:21])=[CH:18][CH:19]=3)[CH2:13]2)=[O:7])[CH2:5][CH2:4][CH2:3][CH2:2]1.